The task is: Predict which catalyst facilitates the given reaction.. This data is from Catalyst prediction with 721,799 reactions and 888 catalyst types from USPTO. Reactant: [O:1]([C:8]1[CH:9]=[C:10]([CH:30]=[CH:31][CH:32]=1)[CH2:11][N:12]1[CH2:29][CH2:28][C:15]2([CH2:20][CH2:19][N:18](C(OC(C)(C)C)=O)[CH2:17][CH2:16]2)[CH2:14][CH2:13]1)[C:2]1[CH:7]=[CH:6][CH:5]=[CH:4][CH:3]=1.[ClH:33]. Product: [ClH:33].[ClH:33].[O:1]([C:8]1[CH:9]=[C:10]([CH:30]=[CH:31][CH:32]=1)[CH2:11][N:12]1[CH2:13][CH2:14][C:15]2([CH2:20][CH2:19][NH:18][CH2:17][CH2:16]2)[CH2:28][CH2:29]1)[C:2]1[CH:7]=[CH:6][CH:5]=[CH:4][CH:3]=1. The catalyst class is: 1.